This data is from Full USPTO retrosynthesis dataset with 1.9M reactions from patents (1976-2016). The task is: Predict the reactants needed to synthesize the given product. (1) Given the product [Cl:22][C:6]1[CH:5]=[C:4]([C:23]2[CH:28]=[CH:27][C:26]([C:29]([N:31]3[CH2:32][CH2:33][CH:34]([C:37]([F:38])([F:39])[F:40])[CH2:35][CH2:36]3)=[O:30])=[CH:25][CH:24]=2)[CH:3]=[C:2]([Cl:1])[C:7]=1[CH2:8][N:9]1[CH2:13][CH2:12][CH:11]([N:14]2[CH2:15][CH2:16][CH:17]([F:47])[CH2:18][CH2:19]2)[C:10]1=[O:21], predict the reactants needed to synthesize it. The reactants are: [Cl:1][C:2]1[CH:3]=[C:4]([C:23]2[CH:28]=[CH:27][C:26]([C:29]([N:31]3[CH2:36][CH2:35][CH:34]([C:37]([F:40])([F:39])[F:38])[CH2:33][CH2:32]3)=[O:30])=[CH:25][CH:24]=2)[CH:5]=[C:6]([Cl:22])[C:7]=1[CH2:8][N:9]1[CH2:13][CH2:12][CH:11]([N:14]2[CH2:19][CH2:18][CH:17](O)[CH2:16][CH2:15]2)[C:10]1=[O:21].C(N(S(F)(F)[F:47])CC)C. (2) Given the product [Cl:13][C:14]1[N:19]=[C:18]([NH:12][C:3]2[C:4]([S:8]([CH3:11])(=[O:10])=[O:9])=[CH:5][CH:6]=[CH:7][C:2]=2[F:1])[C:17]([Cl:21])=[CH:16][N:15]=1, predict the reactants needed to synthesize it. The reactants are: [F:1][C:2]1[CH:7]=[CH:6][CH:5]=[C:4]([S:8]([CH3:11])(=[O:10])=[O:9])[C:3]=1[NH2:12].[Cl:13][C:14]1[N:19]=[C:18](Cl)[C:17]([Cl:21])=[CH:16][N:15]=1. (3) Given the product [Cl:1][C:2]1[CH:7]=[C:6]([C:8]2[C:17]3[C:12](=[CH:13][C:14]([S:18]([NH:48][C:44]4[N:43]=[N:42][CH:47]=[CH:46][CH:45]=4)(=[O:20])=[O:19])=[CH:15][CH:16]=3)[N:11]=[CH:10][N:9]=2)[C:5]([O:33][CH3:34])=[CH:4][C:3]=1[C:35]1[CH:40]=[CH:39][CH:38]=[C:37]([F:41])[CH:36]=1, predict the reactants needed to synthesize it. The reactants are: [Cl:1][C:2]1[CH:7]=[C:6]([C:8]2[C:17]3[C:12](=[CH:13][C:14]([S:18](OC4C(F)=C(F)C(F)=C(F)C=4F)(=[O:20])=[O:19])=[CH:15][CH:16]=3)[N:11]=[CH:10][N:9]=2)[C:5]([O:33][CH3:34])=[CH:4][C:3]=1[C:35]1[CH:40]=[CH:39][CH:38]=[C:37]([F:41])[CH:36]=1.[N:42]1[CH:47]=[CH:46][CH:45]=[C:44]([NH2:48])[N:43]=1.C1COCC1.C[Si]([N-][Si](C)(C)C)(C)C.[Li+]. (4) Given the product [CH3:1][O:2][C:3]1[CH:4]=[C:5]2[C:10](=[CH:11][C:12]=1[O:13][CH3:14])[N:9]=[CH:8][CH:7]=[C:6]2[O:15][C:16]1[CH:22]=[CH:21][C:19]([NH:20][C:41](=[O:47])[O:42][CH2:43][CH2:56][CH2:55][O:54][C:53]2[CH:59]=[CH:60][C:50]([F:49])=[CH:51][CH:52]=2)=[CH:18][CH:17]=1, predict the reactants needed to synthesize it. The reactants are: [CH3:1][O:2][C:3]1[CH:4]=[C:5]2[C:10](=[CH:11][C:12]=1[O:13][CH3:14])[N:9]=[CH:8][CH:7]=[C:6]2[O:15][C:16]1[CH:22]=[CH:21][C:19]([NH2:20])=[CH:18][CH:17]=1.C1(C)C=CC=CC=1.C(N(CC)CC)C.ClC(Cl)(O[C:41](=[O:47])[O:42][C:43](Cl)(Cl)Cl)Cl.[F:49][C:50]1[CH:60]=[CH:59][C:53]([O:54][CH2:55][CH2:56]CO)=[CH:52][CH:51]=1. (5) Given the product [CH:1]([N:4]([CH3:27])[C:5]1[C:6]([C:19]2[CH:20]=[CH:21][C:22]([O:25][CH3:26])=[CH:23][CH:24]=2)=[N:7][C:8]2[C:13]([N:14]=1)=[CH:12][C:11]([C:15]([OH:17])=[O:16])=[CH:10][CH:9]=2)([CH3:3])[CH3:2], predict the reactants needed to synthesize it. The reactants are: [CH:1]([N:4]([CH3:27])[C:5]1[C:6]([C:19]2[CH:24]=[CH:23][C:22]([O:25][CH3:26])=[CH:21][CH:20]=2)=[N:7][C:8]2[C:13]([N:14]=1)=[CH:12][C:11]([C:15]([O:17]C)=[O:16])=[CH:10][CH:9]=2)([CH3:3])[CH3:2].[OH-].[Na+]. (6) Given the product [C:23]1([C:10]([C:7]2[N:6]=[C:5]3[NH:1][CH:2]=[CH:3][C:4]3=[CH:9][CH:8]=2)=[O:21])[CH:28]=[CH:27][CH:26]=[CH:25][CH:24]=1, predict the reactants needed to synthesize it. The reactants are: [NH:1]1[C:5]2=[N:6][C:7]([C:10]#N)=[CH:8][CH:9]=[C:4]2[CH:3]=[CH:2]1.C[Si](Cl)(C)C.[Mg].[Cl-].[NH4+].Cl.[OH-:21].[NH4+].[C:23]1([Mg]Br)[CH:28]=[CH:27][CH:26]=[CH:25][CH:24]=1. (7) The reactants are: [Br:1][C:2]1[S:3][C:4]([C:7]([OH:9])=[O:8])=[CH:5][CH:6]=1.S(=O)(=O)(O)O.O.[CH2:16](O)[CH3:17]. Given the product [Br:1][C:2]1[S:3][C:4]([C:7]([O:9][CH2:16][CH3:17])=[O:8])=[CH:5][CH:6]=1, predict the reactants needed to synthesize it.